Dataset: Catalyst prediction with 721,799 reactions and 888 catalyst types from USPTO. Task: Predict which catalyst facilitates the given reaction. (1) Reactant: [Br:1][C:2]1[CH:3]=[CH:4][C:5]([NH2:8])=[N:6][CH:7]=1.C(N(CC)CC)C.[F:16][C:17]1[CH:25]=[CH:24][C:20]([C:21](Cl)=[O:22])=[CH:19][CH:18]=1.C(=O)([O-])O.[Na+]. Product: [Br:1][C:2]1[CH:3]=[CH:4][C:5]([NH:8][C:21](=[O:22])[C:20]2[CH:24]=[CH:25][C:17]([F:16])=[CH:18][CH:19]=2)=[N:6][CH:7]=1. The catalyst class is: 112. (2) Reactant: [CH3:1][N:2]1[C@H:6]2[CH2:7][C:8]([CH2:10][CH2:11][C@@:5]2([C:12]2[CH:17]=[CH:16][C:15]([O:18][CH3:19])=[C:14]([O:20][CH3:21])[CH:13]=2)[CH2:4][CH2:3]1)=O.CN.[C:24]([BH3-])#[N:25].[Na+].[Cl:28][C:29]1[CH:34]=[CH:33][C:32]([N:35]=[C:36]=[O:37])=[CH:31][C:30]=1[C:38]([F:41])([F:40])[F:39]. Product: [Cl:28][C:29]1[CH:34]=[CH:33][C:32]([NH:35][C:36](=[O:37])[N:25]([C@@H:8]2[CH2:7][C@H:6]3[C@:5]([C:12]4[CH:17]=[CH:16][C:15]([O:18][CH3:19])=[C:14]([O:20][CH3:21])[CH:13]=4)([CH2:4][CH2:3][N:2]3[CH3:1])[CH2:11][CH2:10]2)[CH3:24])=[CH:31][C:30]=1[C:38]([F:39])([F:40])[F:41]. The catalyst class is: 2.